Task: Regression. Given a peptide amino acid sequence and an MHC pseudo amino acid sequence, predict their binding affinity value. This is MHC class I binding data.. Dataset: Peptide-MHC class I binding affinity with 185,985 pairs from IEDB/IMGT (1) The peptide sequence is KNKWRMLIDF. The MHC is HLA-B27:05 with pseudo-sequence HLA-B27:05. The binding affinity (normalized) is 0.279. (2) The peptide sequence is GTFKSVAVK. The MHC is HLA-A68:02 with pseudo-sequence HLA-A68:02. The binding affinity (normalized) is 0.0847. (3) The peptide sequence is VLTHVKIND. The MHC is H-2-Dd with pseudo-sequence H-2-Dd. The binding affinity (normalized) is 0. (4) The peptide sequence is IIKDYGKQM. The MHC is HLA-B42:01 with pseudo-sequence HLA-B42:01. The binding affinity (normalized) is 0.728.